The task is: Predict the reaction yield, written as a fraction of the theoretical maximum amount of product (1.0 means a 100% yield; for example, 0.34 means a 34% yield).. This data is from Reaction yield outcomes from USPTO patents with 853,638 reactions. (1) The reactants are C([O:8][C:9]1[CH:10]=[C:11]([C:23]2([C:26]#[N:27])[CH2:25][CH2:24]2)[CH:12]=[CH:13][C:14]=1[O:15]CC1C=CC=CC=1)C1C=CC=CC=1. The catalyst is CO.[Pd]. The product is [OH:8][C:9]1[CH:10]=[C:11]([C:23]2([C:26]#[N:27])[CH2:24][CH2:25]2)[CH:12]=[CH:13][C:14]=1[OH:15]. The yield is 0.920. (2) The reactants are [Cl:1][C:2]1[CH:7]=[CH:6][N:5]=[C:4]([N:8]2[CH2:19][CH2:18][C:17]3[C:16]4[CH2:15][C:14]([CH3:21])([CH3:20])[CH2:13][C:12]=4[S:11][C:10]=3[C:9]2=[O:22])[C:3]=1[CH:23]=[O:24].[BH4-].[Na+]. The catalyst is CO. The product is [Cl:1][C:2]1[CH:7]=[CH:6][N:5]=[C:4]([N:8]2[CH2:19][CH2:18][C:17]3[C:16]4[CH2:15][C:14]([CH3:20])([CH3:21])[CH2:13][C:12]=4[S:11][C:10]=3[C:9]2=[O:22])[C:3]=1[CH2:23][OH:24]. The yield is 0.840. (3) The reactants are [C:1]([BH3-])#[N:2].[Na+].[ClH:5].[CH2:6]([O:13][C:14]1[CH:15]=[C:16]2[C:21](=[CH:22][C:23]=1[O:24][CH2:25][C:26]1[CH:31]=[CH:30][CH:29]=[CH:28][CH:27]=1)[CH:20]([CH2:32][C:33]1[CH:38]=[CH:37][C:36]([C:39]3[CH:44]=[CH:43][CH:42]=[CH:41][CH:40]=3)=[CH:35][CH:34]=1)N[CH2:18][CH2:17]2)[C:7]1[CH:12]=[CH:11][CH:10]=[CH:9][CH:8]=1.C=O. The catalyst is CO.[Cl-].[Zn+2].[Cl-]. The product is [ClH:5].[CH2:6]([O:13][C:14]1[CH:15]=[C:16]2[C:21](=[CH:22][C:23]=1[O:24][CH2:25][C:26]1[CH:31]=[CH:30][CH:29]=[CH:28][CH:27]=1)[CH:20]([CH2:32][C:33]1[CH:34]=[CH:35][C:36]([C:39]3[CH:40]=[CH:41][CH:42]=[CH:43][CH:44]=3)=[CH:37][CH:38]=1)[N:2]([CH3:1])[CH2:18][CH2:17]2)[C:7]1[CH:8]=[CH:9][CH:10]=[CH:11][CH:12]=1. The yield is 0.760. (4) The reactants are [Br:1][C:2]1[C:6]([C:7]#[N:8])=[C:5](Br)[S:4][C:3]=1[C:10]([O:12][CH2:13][CH3:14])=[O:11].C(=O)([O-])[O-].[Cs+].[Cs+].[OH:21][CH2:22][CH:23]1[O:28][CH2:27][CH2:26][NH:25][CH2:24]1.O1CCCC1. The catalyst is O. The yield is 0.410. The product is [Br:1][C:2]1[C:6]([C:7]#[N:8])=[C:5]([N:25]2[CH2:26][CH2:27][O:28][CH:23]([CH2:22][OH:21])[CH2:24]2)[S:4][C:3]=1[C:10]([O:12][CH2:13][CH3:14])=[O:11]. (5) The reactants are [CH3:1][N:2]([CH3:25])[CH:3]1[CH2:7][CH2:6][N:5]([C:8]2[CH:21]=[CH:20][C:19]([N+:22]([O-])=O)=[CH:18][C:9]=2/[CH:10]=[C:11]2/[C:12](=[O:17])[NH:13][C:14](=[O:16])[S:15]/2)[CH2:4]1. The catalyst is CO.Cl.O.[Fe]. The product is [NH2:22][C:19]1[CH:20]=[CH:21][C:8]([N:5]2[CH2:6][CH2:7][CH:3]([N:2]([CH3:1])[CH3:25])[CH2:4]2)=[C:9]([CH:18]=1)/[CH:10]=[C:11]1/[C:12](=[O:17])[NH:13][C:14](=[O:16])[S:15]/1. The yield is 0.386. (6) The reactants are [F:1][C:2]1[CH:18]=[CH:17][C:5]([O:6][C:7]2[CH:12]=[CH:11][C:10]([CH2:13][CH2:14][NH:15][CH3:16])=[CH:9][CH:8]=2)=[CH:4][CH:3]=1.CS[C:21]1[NH:22][CH:23]=[C:24]([CH2:28][C:29]2[CH:30]=[N:31][CH:32]=[N:33][CH:34]=2)[C:25](=[O:27])[N:26]=1. The catalyst is C(O)C. The product is [F:1][C:2]1[CH:18]=[CH:17][C:5]([O:6][C:7]2[CH:12]=[CH:11][C:10]([CH2:13][CH2:14][N:15]([CH3:16])[C:21]3[NH:22][CH:23]=[C:24]([CH2:28][C:29]4[CH:30]=[N:31][CH:32]=[N:33][CH:34]=4)[C:25](=[O:27])[N:26]=3)=[CH:9][CH:8]=2)=[CH:4][CH:3]=1. The yield is 0.200.